The task is: Predict the reaction yield, written as a fraction of the theoretical maximum amount of product (1.0 means a 100% yield; for example, 0.34 means a 34% yield).. This data is from Reaction yield outcomes from USPTO patents with 853,638 reactions. (1) The reactants are [Br:1][C:2]1[C:7]([C:8]2[C:9](=[O:25])[N:10]([CH2:23][CH3:24])[C:11]3[C:16]([CH:17]=2)=[CH:15][N:14]=[C:13]([NH:18][CH2:19][CH2:20][O:21][CH3:22])[CH:12]=3)=[CH:6][C:5]([NH:26][C:27]([NH:29][C:30]2[CH:35]=[CH:34][CH:33]=[CH:32][CH:31]=2)=[O:28])=[C:4]([F:36])[CH:3]=1.[CH3:37][S:38]([OH:41])(=[O:40])=[O:39]. The catalyst is CC#N. The product is [CH3:37][S:38]([OH:41])(=[O:40])=[O:39].[Br:1][C:2]1[C:7]([C:8]2[C:9](=[O:25])[N:10]([CH2:23][CH3:24])[C:11]3[C:16]([CH:17]=2)=[CH:15][N:14]=[C:13]([NH:18][CH2:19][CH2:20][O:21][CH3:22])[CH:12]=3)=[CH:6][C:5]([NH:26][C:27]([NH:29][C:30]2[CH:35]=[CH:34][CH:33]=[CH:32][CH:31]=2)=[O:28])=[C:4]([F:36])[CH:3]=1. The yield is 0.670. (2) The reactants are Cl.[CH2:2]([N:9]1[CH2:14][CH2:13][CH2:12][C:11](=O)[CH2:10]1)[C:3]1[CH:8]=[CH:7][CH:6]=[CH:5][CH:4]=1.[NH:16]([C:18]([O:20][C:21]([CH3:24])([CH3:23])[CH3:22])=[O:19])[NH2:17].CC(O)=O.[BH3-]C#N.[Na+]. The catalyst is ClCCCl. The product is [CH2:2]([N:9]1[CH2:14][CH2:13][CH2:12][CH:11]([NH:17][NH:16][C:18]([O:20][C:21]([CH3:24])([CH3:23])[CH3:22])=[O:19])[CH2:10]1)[C:3]1[CH:8]=[CH:7][CH:6]=[CH:5][CH:4]=1. The yield is 1.00. (3) The reactants are [NH2:1][C:2]1[C:7]([Cl:8])=[CH:6][C:5]([S:9]([NH2:12])(=[O:11])=[O:10])=[CH:4][C:3]=1[Cl:13].[Cl:14][C:15]1[CH:16]=[C:17]([NH:25][C:26](OC2C=CC=CC=2)=[O:27])[C:18](=[CH:23][CH:24]=1)[C:19]([O:21][CH3:22])=[O:20]. No catalyst specified. The product is [NH2:1][C:2]1[C:3]([Cl:13])=[CH:4][C:5]([S:9]([NH:12][C:26]([NH:25][C:17]2[CH:16]=[C:15]([Cl:14])[CH:24]=[CH:23][C:18]=2[C:19]([O:21][CH3:22])=[O:20])=[O:27])(=[O:11])=[O:10])=[CH:6][C:7]=1[Cl:8]. The yield is 0.440. (4) The reactants are C(OC([NH:11][CH:12]([CH2:23][CH2:24][P:25]([O:34][CH:35]([C:38](=[O:51])[NH:39][CH2:40][C:41]([O:43]CC1C=CC=CC=1)=[O:42])[CH2:36][CH3:37])([O:27][C:28]1[CH:33]=[CH:32][CH:31]=[CH:30][CH:29]=1)=[O:26])[C:13]([O:15]CC1C=CC=CC=1)=[O:14])=O)C1C=CC=CC=1.[H][H]. The catalyst is CO.O.[C].[Pd]. The product is [NH2:11][CH:12]([CH2:23][CH2:24][P:25]([O:34][CH:35]([C:38](=[O:51])[NH:39][CH2:40][C:41]([OH:43])=[O:42])[CH2:36][CH3:37])([O:27][C:28]1[CH:33]=[CH:32][CH:31]=[CH:30][CH:29]=1)=[O:26])[C:13]([OH:15])=[O:14]. The yield is 0.180.